From a dataset of Full USPTO retrosynthesis dataset with 1.9M reactions from patents (1976-2016). Predict the reactants needed to synthesize the given product. (1) Given the product [Si:17]([O:16][CH2:15][CH2:14][N:13]([C:12]1[CH:34]=[CH:35][C:9]([OH:8])=[CH:10][CH:11]=1)[CH2:24][CH2:25][O:26][Si:27]([C:30]([CH3:31])([CH3:32])[CH3:33])([CH3:29])[CH3:28])([C:20]([CH3:21])([CH3:22])[CH3:23])([CH3:19])[CH3:18], predict the reactants needed to synthesize it. The reactants are: C([O:8][C:9]1[CH:35]=[CH:34][C:12]([N:13]([CH2:24][CH2:25][O:26][Si:27]([C:30]([CH3:33])([CH3:32])[CH3:31])([CH3:29])[CH3:28])[CH2:14][CH2:15][O:16][Si:17]([C:20]([CH3:23])([CH3:22])[CH3:21])([CH3:19])[CH3:18])=[CH:11][CH:10]=1)C1C=CC=CC=1. (2) Given the product [Cl:1][C:2]1[CH:3]=[C:4]([N:9]2[C:13]([C:14]3[CH:19]=[C:18]([CH3:20])[CH:17]=[C:16]([F:21])[CH:15]=3)=[CH:12][C:11]([C:22]([N:58]3[CH2:62][C:61](=[O:63])[NH:60][CH2:59]3)=[O:24])=[N:10]2)[CH:5]=[CH:6][C:7]=1[F:8], predict the reactants needed to synthesize it. The reactants are: [Cl:1][C:2]1[CH:3]=[C:4]([N:9]2[C:13]([C:14]3[CH:19]=[C:18]([CH3:20])[CH:17]=[C:16]([F:21])[CH:15]=3)=[CH:12][C:11]([C:22]([OH:24])=O)=[N:10]2)[CH:5]=[CH:6][C:7]=1[F:8].C(N(CC)C(C)C)(C)C.ClC1C=C(N2C(C3C=CC=C(OCCO)C=3)=CC(C([N:58]3[CH2:62][C:61](=[O:63])[NH:60][CH2:59]3)=O)=N2)C=CC=1. (3) Given the product [O:69]=[S:22]1(=[O:21])[CH2:27][CH2:26][N:25]([CH2:28][CH2:29][NH:30][C@:31]23[CH2:65][CH2:64][C@@H:63]([C:66]([CH3:68])=[CH2:67])[C@@H:32]2[C@@H:33]2[C@@:46]([CH3:49])([CH2:47][CH2:48]3)[C@@:45]3([CH3:50])[C@@H:36]([C@:37]4([CH3:62])[C@@H:42]([CH2:43][CH2:44]3)[C:41]([CH3:52])([CH3:51])[C:40]([C:53]3[CH:54]=[CH:55][C:56]([C:57]([O:10][C@H:5]5[O:4][C@H:3]([C:11]([O:13][CH2:14][C:15]6[CH:20]=[CH:19][CH:18]=[CH:17][CH:16]=6)=[O:12])[C@@H:2]([OH:1])[C@H:7]([OH:8])[C@H:6]5[OH:9])=[O:58])=[CH:60][CH:61]=3)=[CH:39][CH2:38]4)[CH2:35][CH2:34]2)[CH2:24][CH2:23]1, predict the reactants needed to synthesize it. The reactants are: [OH:1][C@H:2]1[C@H:7]([OH:8])[C@@H:6]([OH:9])[CH:5]([OH:10])[O:4][C@@H:3]1[C:11]([O:13][CH2:14][C:15]1[CH:20]=[CH:19][CH:18]=[CH:17][CH:16]=1)=[O:12].[O:21]=[S:22]1(=[O:69])[CH2:27][CH2:26][N:25]([CH2:28][CH2:29][NH:30][C@:31]23[CH2:65][CH2:64][C@@H:63]([C:66]([CH3:68])=[CH2:67])[C@@H:32]2[C@@H:33]2[C@@:46]([CH3:49])([CH2:47][CH2:48]3)[C@@:45]3([CH3:50])[C@@H:36]([C@:37]4([CH3:62])[C@@H:42]([CH2:43][CH2:44]3)[C:41]([CH3:52])([CH3:51])[C:40]([C:53]3[CH:61]=[CH:60][C:56]([C:57](O)=[O:58])=[CH:55][CH:54]=3)=[CH:39][CH2:38]4)[CH2:35][CH2:34]2)[CH2:24][CH2:23]1.CN(C(ON1N=NC2C=CC=NC1=2)=[N+](C)C)C.F[P-](F)(F)(F)(F)F.CN1CCOCC1. (4) Given the product [C:41]([O:19][CH2:18][CH2:17][N:15]1[CH:16]=[C:12]([N:8]2[C:9]3[C:5](=[CH:4][CH:3]=[C:2]([Cl:1])[C:10]=3[F:11])[C:6]([S:23][C:24]3[C:25]([F:35])=[C:26]([CH:32]=[CH:33][CH:34]=3)[C:27]([O:29][CH2:30][CH3:31])=[O:28])=[C:7]2[CH:20]2[CH2:22][CH2:21]2)[CH:13]=[N:14]1)(=[O:40])[NH2:36], predict the reactants needed to synthesize it. The reactants are: [Cl:1][C:2]1[C:10]([F:11])=[C:9]2[C:5]([C:6]([S:23][C:24]3[C:25]([F:35])=[C:26]([CH:32]=[CH:33][CH:34]=3)[C:27]([O:29][CH2:30][CH3:31])=[O:28])=[C:7]([CH:20]3[CH2:22][CH2:21]3)[N:8]2[C:12]2[CH:13]=[N:14][N:15]([CH2:17][CH2:18][OH:19])[CH:16]=2)=[CH:4][CH:3]=1.[NH3:36].C1[CH2:41][O:40]CC1. (5) Given the product [CH3:17][O:9][C:8]([C@H:7]([NH2:11])[C:6]1[CH:5]=[CH:4][C:3]([OH:12])=[CH:2][CH:1]=1)=[O:10].[ClH:15], predict the reactants needed to synthesize it. The reactants are: [CH:1]1[C:6]([C@@H:7]([NH2:11])[C:8]([OH:10])=[O:9])=[CH:5][CH:4]=[C:3]([OH:12])[CH:2]=1.S(Cl)([Cl:15])=O.[CH3:17]O. (6) Given the product [Br:1][C:2]1[CH:7]=[CH:6][C:5]([C:16]2([N:15]([CH3:14])[CH3:28])[CH2:17][CH2:18][C:19]([CH2:10][CH2:9][C:11]3[CH:6]=[CH:7][CH:2]=[CH:3][CH:4]=3)([OH:23])[CH2:24][CH2:25]2)=[CH:4][CH:3]=1, predict the reactants needed to synthesize it. The reactants are: [Br:1][C:2]1[CH:7]=[CH:6][C:5](I)=[CH:4][CH:3]=1.[CH:9]([Mg]Cl)([CH3:11])[CH3:10].[CH3:14][N:15]([CH3:28])[C:16]1(C#N)[CH2:25][CH2:24][C:19]2([O:23]CCO2)[CH2:18][CH2:17]1.[Cl-].[NH4+]. (7) Given the product [CH3:4][C:2]([CH2:5][C@@H:6]1[NH:10][C@@H:9]([C:11]([NH:13][CH:14]2[CH2:15][CH2:16][CH:17]([OH:20])[CH2:18][CH2:19]2)=[O:12])[C@H:8]([C:21]2[CH:26]=[CH:25][CH:24]=[C:23]([Cl:27])[C:22]=2[F:28])[C@@:7]21[C:37](=[O:38])[NH:36][C:30]1[CH:31]=[C:32]([Cl:35])[CH:33]=[CH:34][C:29]2=1)([CH3:1])[CH3:3], predict the reactants needed to synthesize it. The reactants are: [CH3:1][C:2]([CH2:5][C@H:6]1[NH:10][C@@H:9]([C:11]([NH:13][CH:14]2[CH2:19][CH2:18][CH:17]([OH:20])[CH2:16][CH2:15]2)=[O:12])[C@H:8]([C:21]2[CH:26]=[CH:25][CH:24]=[C:23]([Cl:27])[C:22]=2[F:28])[C@:7]21[C:37](=[O:38])[NH:36][C:30]1[CH:31]=[C:32]([Cl:35])[CH:33]=[CH:34][C:29]2=1)([CH3:4])[CH3:3]. (8) Given the product [CH2:1]([NH:7][C:8]([C:10]1[N:11]=[C:12]([C:12]2[NH:13][C:14]([CH2:15][CH2:16][CH3:17])=[C:10]([C:8]([NH:7][CH2:1][CH2:2][CH2:3][CH2:4][CH2:5][CH3:6])=[O:9])[N:11]=2)[NH:13][C:14]=1[CH2:15][CH2:16][CH3:17])=[O:9])[CH2:2][CH2:3][CH2:4][CH2:5][CH3:6], predict the reactants needed to synthesize it. The reactants are: [CH2:1]([NH:7][C:8]([C:10]1[N:11]=[C:12](I)[NH:13][C:14]=1[CH2:15][CH2:16][CH3:17])=[O:9])[CH2:2][CH2:3][CH2:4][CH2:5][CH3:6]. (9) Given the product [Cl:14][C:15]1[CH:20]=[CH:19][C:18]([CH2:21][NH:22][C:23]([CH:25]2[CH2:27][CH2:26]2)=[O:24])=[CH:17][C:16]=1[N:28]([C:7](=[O:8])[NH:6][C:4](=[O:5])[C:3]1[CH:9]=[CH:10][C:11]([I:13])=[CH:12][C:2]=1[F:1])[NH:29][C:30]([O:32][C:33]([CH3:36])([CH3:35])[CH3:34])=[O:31], predict the reactants needed to synthesize it. The reactants are: [F:1][C:2]1[CH:12]=[C:11]([I:13])[CH:10]=[CH:9][C:3]=1[C:4]([N:6]=[C:7]=[O:8])=[O:5].[Cl:14][C:15]1[CH:20]=[CH:19][C:18]([CH2:21][NH:22][C:23]([CH:25]2[CH2:27][CH2:26]2)=[O:24])=[CH:17][C:16]=1[NH:28][NH:29][C:30]([O:32][C:33]([CH3:36])([CH3:35])[CH3:34])=[O:31].